This data is from Full USPTO retrosynthesis dataset with 1.9M reactions from patents (1976-2016). The task is: Predict the reactants needed to synthesize the given product. The reactants are: [F:1][C:2]([F:19])([F:18])[C:3]1[CH:8]=[CH:7][C:6]([C:9]2[C:10]([C:15](Cl)=[O:16])=[CH:11][CH:12]=[CH:13][CH:14]=2)=[CH:5][CH:4]=1.[NH2:20][C:21]1[CH:26]=[CH:25][C:24]([CH2:27][CH2:28][C:29]2[CH:34]=[CH:33][N:32]=[C:31]([NH:35][C:36](=[O:38])[CH3:37])[N:30]=2)=[CH:23][CH:22]=1.C(N(CC)CC)C.C(OCC)(=O)C. Given the product [C:36]([NH:35][C:31]1[N:30]=[C:29]([CH2:28][CH2:27][C:24]2[CH:23]=[CH:22][C:21]([NH:20][C:15]([C:10]3[C:9]([C:6]4[CH:7]=[CH:8][C:3]([C:2]([F:19])([F:18])[F:1])=[CH:4][CH:5]=4)=[CH:14][CH:13]=[CH:12][CH:11]=3)=[O:16])=[CH:26][CH:25]=2)[CH:34]=[CH:33][N:32]=1)(=[O:38])[CH3:37], predict the reactants needed to synthesize it.